Dataset: Catalyst prediction with 721,799 reactions and 888 catalyst types from USPTO. Task: Predict which catalyst facilitates the given reaction. Reactant: Cl[C:2]1[N:7]=[CH:6][C:5]2[C:8]([C:14]3([CH3:19])[CH2:18][CH2:17][CH2:16][O:15]3)=[N:9][N:10]([CH:11]([CH3:13])[CH3:12])[C:4]=2[CH:3]=1.[NH2:20][C:21]1[CH:26]=[CH:25][N:24]=[C:23]([N:27]2[CH2:32][CH2:31][C:30]([CH3:34])([OH:33])[CH2:29][CH2:28]2)[N:22]=1.C1(P(C2CCCCC2)C2C(OC)=CC=C(OC)C=2C2C(C(C)C)=CC(C(C)C)=CC=2C(C)C)CCCCC1.C(=O)([O-])[O-].[Cs+].[Cs+]. Product: [CH:11]([N:10]1[C:4]2[CH:3]=[C:2]([NH:20][C:21]3[CH:26]=[CH:25][N:24]=[C:23]([N:27]4[CH2:28][CH2:29][C:30]([CH3:34])([OH:33])[CH2:31][CH2:32]4)[N:22]=3)[N:7]=[CH:6][C:5]=2[C:8]([C:14]2([CH3:19])[CH2:18][CH2:17][CH2:16][O:15]2)=[N:9]1)([CH3:13])[CH3:12]. The catalyst class is: 12.